Task: Predict the product of the given reaction.. Dataset: Forward reaction prediction with 1.9M reactions from USPTO patents (1976-2016) Given the reactants Cl[C:2]1[N:3]=[C:4]([C:17]2[CH2:22][CH2:21][N:20]([C:23]3[C:28]([C:29]([F:32])([F:31])[F:30])=[CH:27][CH:26]=[CH:25][N:24]=3)[CH2:19][CH:18]=2)[NH:5][C:6]=1[C:7]1[CH:12]=[CH:11][C:10]([C:13]([F:16])([F:15])[F:14])=[CH:9][CH:8]=1.[C:33]([O:37][C:38]([N:40]1[CH2:45][CH:44]=[C:43](B2OC(C)(C)C(C)(C)O2)[CH2:42][CH2:41]1)=[O:39])([CH3:36])([CH3:35])[CH3:34].C(=O)([O-])[O-].[Na+].[Na+], predict the reaction product. The product is: [F:16][C:13]([F:14])([F:15])[C:10]1[CH:11]=[CH:12][C:7]([C:6]2[NH:5][C:4]([C:17]3[CH2:22][CH2:21][N:20]([C:23]4[C:28]([C:29]([F:31])([F:32])[F:30])=[CH:27][CH:26]=[CH:25][N:24]=4)[CH2:19][CH:18]=3)=[N:3][C:2]=2[C:43]2[CH2:42][CH2:41][N:40]([C:38]([O:37][C:33]([CH3:34])([CH3:35])[CH3:36])=[O:39])[CH2:45][CH:44]=2)=[CH:8][CH:9]=1.